Dataset: Forward reaction prediction with 1.9M reactions from USPTO patents (1976-2016). Task: Predict the product of the given reaction. The product is: [F:1][C:2]1[CH:25]=[CH:24][CH:23]=[CH:22][C:3]=1[CH2:4][C:5]1[C:9]([C:10]([Cl:26])=[N:11][OH:12])=[CH:8][N:7]([CH2:13][C:14]2[CH:19]=[CH:18][C:17]([O:20][CH3:21])=[CH:16][CH:15]=2)[N:6]=1. Given the reactants [F:1][C:2]1[CH:25]=[CH:24][CH:23]=[CH:22][C:3]=1[CH2:4][C:5]1[C:9]([CH:10]=[N:11][OH:12])=[CH:8][N:7]([CH2:13][C:14]2[CH:19]=[CH:18][C:17]([O:20][CH3:21])=[CH:16][CH:15]=2)[N:6]=1.[Cl:26]N1C(=O)CCC1=O, predict the reaction product.